This data is from Catalyst prediction with 721,799 reactions and 888 catalyst types from USPTO. The task is: Predict which catalyst facilitates the given reaction. (1) Reactant: ClC(Cl)(O[C:5](=[O:11])OC(Cl)(Cl)Cl)Cl.[CH3:13][O:14][C:15]1[CH:20]=[CH:19][C:18]([C:21]2[N:22]=[C:23]([CH:33]3[CH2:38][CH2:37][NH:36][CH2:35][CH2:34]3)[O:24][C:25]=2[C:26]2[CH:31]=[CH:30][C:29]([CH3:32])=[CH:28][CH:27]=2)=[CH:17][CH:16]=1.C(N(CC)CC)C.Cl.Cl.[CH3:48][NH:49][OH:50]. The catalyst class is: 46. Product: [CH3:13][O:14][C:15]1[CH:20]=[CH:19][C:18]([C:21]2[N:22]=[C:23]([CH:33]3[CH2:38][CH2:37][N:36]([C:5](=[O:11])[N:49]([OH:50])[CH3:48])[CH2:35][CH2:34]3)[O:24][C:25]=2[C:26]2[CH:31]=[CH:30][C:29]([CH3:32])=[CH:28][CH:27]=2)=[CH:17][CH:16]=1. (2) Reactant: [NH2:1][CH2:2][CH2:3][C:4]([NH:6][C:7]1[CH:34]=[CH:33][C:10]([CH2:11][N:12]2[CH2:17][CH2:16][CH:15]([NH:18][C:19]([C:21]3[O:22][C:23]4[C:28]([C:29](=[O:31])[CH:30]=3)=[CH:27][CH:26]=[C:25]([F:32])[CH:24]=4)=[O:20])[CH2:14][CH2:13]2)=[CH:9][C:8]=1[F:35])=[O:5].[CH:36]1([CH:42]=O)[CH2:41][CH2:40][CH2:39][CH2:38]C1.C([BH3-])#N. Product: [CH:39]1([CH2:38][NH:1][CH2:2][CH2:3][C:4]([NH:6][C:7]2[CH:34]=[CH:33][C:10]([CH2:11][N:12]3[CH2:17][CH2:16][CH:15]([NH:18][C:19]([C:21]4[O:22][C:23]5[C:28]([C:29](=[O:31])[CH:30]=4)=[CH:27][CH:26]=[C:25]([F:32])[CH:24]=5)=[O:20])[CH2:14][CH2:13]3)=[CH:9][C:8]=2[F:35])=[O:5])[CH2:40][CH2:41][CH2:36][CH2:42]1. The catalyst class is: 1. (3) The catalyst class is: 11. Reactant: Cl.[CH2:2]([N:9]([CH2:20][C:21]1[CH:26]=[CH:25][CH:24]=[CH:23][CH:22]=1)[C:10]1[C:17]([CH3:18])=[CH:16][C:13]([CH:14]=[O:15])=[C:12]([CH3:19])[CH:11]=1)[C:3]1[CH:8]=[CH:7][CH:6]=[CH:5][CH:4]=1.[CH2:27](O)[CH2:28][OH:29].C1(C)C=CC(S(O)(=O)=O)=CC=1. Product: [CH2:20]([N:9]([CH2:2][C:3]1[CH:4]=[CH:5][CH:6]=[CH:7][CH:8]=1)[C:10]1[CH:11]=[C:12]([CH3:19])[C:13]([CH:14]2[O:29][CH2:28][CH2:27][O:15]2)=[CH:16][C:17]=1[CH3:18])[C:21]1[CH:22]=[CH:23][CH:24]=[CH:25][CH:26]=1. (4) Reactant: [OH:1][CH:2]([CH:22]=[CH2:23])[CH:3]([NH:9][C:10]([C:12]1[C:13]([C:18]([F:21])([F:20])[F:19])=[N:14][N:15]([CH3:17])[CH:16]=1)=[O:11])[C:4]([O:6]CC)=O.[CH3:24][NH2:25]. Product: [OH:1][CH:2]([CH:22]=[CH2:23])[CH:3]([NH:9][C:10]([C:12]1[C:13]([C:18]([F:19])([F:20])[F:21])=[N:14][N:15]([CH3:17])[CH:16]=1)=[O:11])[C:4](=[O:6])[NH:25][CH3:24]. The catalyst class is: 5.